From a dataset of Full USPTO retrosynthesis dataset with 1.9M reactions from patents (1976-2016). Predict the reactants needed to synthesize the given product. (1) Given the product [NH2:17][C:16]1[C:4]([C:2]#[N:3])=[C:5]([CH:13]=[CH:14][CH:15]=1)[O:6][CH2:7][C@@H:8]1[CH2:12][CH2:11][CH2:10][N:9]1[C:22]([NH:21][CH3:20])=[O:23], predict the reactants needed to synthesize it. The reactants are: [Cl-].[C:2]([C:4]1[C:16]([N+:17]([O-])=O)=[CH:15][CH:14]=[CH:13][C:5]=1[O:6][CH2:7][C@@H:8]1[CH2:12][CH2:11][CH2:10][NH2+:9]1)#[N:3].[CH3:20][N:21]=[C:22]=[O:23]. (2) The reactants are: [NH2:1][C:2]1[C:11]2[C:6](=[CH:7][CH:8]=[CH:9][C:10]=2[O:12][CH2:13][C:14]([NH2:17])([CH3:16])[CH3:15])[N:5]=[C:4]([CH3:18])[C:3]=1[C:19]([O:21][CH2:22][CH3:23])=[O:20].[O:24]1[CH2:29][CH2:28][CH:27]([CH2:30][C:31](O)=[O:32])[CH2:26][CH2:25]1. Given the product [NH2:1][C:2]1[C:11]2[C:6](=[CH:7][CH:8]=[CH:9][C:10]=2[O:12][CH2:13][C:14]([CH3:16])([NH:17][C:31](=[O:32])[CH2:30][CH:27]2[CH2:28][CH2:29][O:24][CH2:25][CH2:26]2)[CH3:15])[N:5]=[C:4]([CH3:18])[C:3]=1[C:19]([O:21][CH2:22][CH3:23])=[O:20], predict the reactants needed to synthesize it. (3) Given the product [CH3:1][N:2]([C:3]1[CH:8]=[CH:7][CH:6]=[CH:5][C:4]=1[N+:9]([O-:11])=[O:10])[C:20]1[C:15]([Cl:14])=[N:16][CH:17]=[CH:18][N:19]=1, predict the reactants needed to synthesize it. The reactants are: [CH3:1][NH:2][C:3]1[CH:8]=[CH:7][CH:6]=[CH:5][C:4]=1[N+:9]([O-:11])=[O:10].[H-].[Na+].[Cl:14][C:15]1[C:20](Cl)=[N:19][CH:18]=[CH:17][N:16]=1.C(OCC)(=O)C. (4) Given the product [F:1][C:2]([F:13])([F:14])[C:3]([C:5]1[CH:10]=[CH:9][C:8]([OH:11])=[CH:7][CH:6]=1)=[O:4], predict the reactants needed to synthesize it. The reactants are: [F:1][C:2]([F:14])([F:13])[C:3]([C:5]1[CH:10]=[CH:9][C:8]([O:11]C)=[CH:7][CH:6]=1)=[O:4].BrB(Br)Br. (5) Given the product [Cl:1][C:2]1[CH:10]=[C:9]2[C:5]([C:6]([C:14](=[O:15])[C:13]([F:24])([F:23])[F:12])=[C:7]([CH3:11])[NH:8]2)=[CH:4][CH:3]=1, predict the reactants needed to synthesize it. The reactants are: [Cl:1][C:2]1[CH:10]=[C:9]2[C:5]([CH:6]=[C:7]([CH3:11])[NH:8]2)=[CH:4][CH:3]=1.[F:12][C:13]([F:24])([F:23])[C:14](O[C:14](=[O:15])[C:13]([F:24])([F:23])[F:12])=[O:15].